Dataset: Full USPTO retrosynthesis dataset with 1.9M reactions from patents (1976-2016). Task: Predict the reactants needed to synthesize the given product. (1) Given the product [NH2:1][C:2]1[C:11]2[CH:10]=[N:9][C:8]([NH:43][CH:37]3[CH2:42][CH2:41][CH2:40][CH2:39][CH2:38]3)=[N:7][C:6]=2[N:5]([CH2:14][CH2:15][CH2:16][OH:17])[C:4](=[O:25])[CH:3]=1, predict the reactants needed to synthesize it. The reactants are: [NH2:1][C:2]1[C:11]2[CH:10]=[N:9][C:8](SC)=[N:7][C:6]=2[N:5]([CH2:14][CH2:15][CH2:16][O:17][Si](C(C)(C)C)(C)C)[C:4](=[O:25])[CH:3]=1.ClC1C=C(C=CC=1)C(OO)=O.[CH:37]1([NH2:43])[CH2:42][CH2:41][CH2:40][CH2:39][CH2:38]1. (2) Given the product [CH2:21]([O:20][C:11]1[N:10]=[C:9]2[C:14]([N:15]=[C:16]([O:17][CH3:18])[N:8]2[CH2:7][CH2:6][CH2:5][N:1]2[CH2:4][CH2:3][CH2:34][CH2:33][CH2:32][CH2:2]2)=[C:13]([NH2:19])[N:12]=1)[CH2:22][CH2:23][CH3:24], predict the reactants needed to synthesize it. The reactants are: [N:1]1([CH2:5][CH2:6][CH2:7][N:8]2[C:16]([O:17][CH3:18])=[N:15][C:14]3[C:9]2=[N:10][C:11]([O:20][CH2:21][CH2:22][CH2:23][CH3:24])=[N:12][C:13]=3[NH2:19])[CH2:4][CH2:3][CH2:2]1.FC(F)(F)C(O)=O.[CH2:32](OC1NC(N)=C2C(N=1)=NC(OC)=N2)[CH2:33][CH2:34]C.BrCCCBr.N1CCCCCC1. (3) Given the product [CH:10]1[C:11]2[C:16](=[CH:15][CH:14]=[CH:13][CH:12]=2)[CH:17]=[CH:8][N:9]=1, predict the reactants needed to synthesize it. The reactants are: OC1C=CC([C:8]2[NH:9][C:10](=O)[C:11]3[C:16]([CH:17]=2)=[CH:15][C:14](OC)=[CH:13][C:12]=3OC)=CC=1.C([Li])CCC. (4) Given the product [Br-:26].[CH3:35][C:32]1[S:33][CH:34]=[C:30]([C:28](=[O:29])[CH2:27][N+:1]23[CH2:6][CH2:5][CH:4]([CH2:7][CH2:8]2)[C@@H:3]([O:9][C:10](=[O:25])[C@@H:11]([C:19]2[CH:24]=[CH:23][CH:22]=[CH:21][CH:20]=2)[NH:12][C:13]2[CH:18]=[CH:17][CH:16]=[CH:15][CH:14]=2)[CH2:2]3)[N:31]=1, predict the reactants needed to synthesize it. The reactants are: [N:1]12[CH2:8][CH2:7][CH:4]([CH2:5][CH2:6]1)[C@@H:3]([O:9][C:10](=[O:25])[C@@H:11]([C:19]1[CH:24]=[CH:23][CH:22]=[CH:21][CH:20]=1)[NH:12][C:13]1[CH:18]=[CH:17][CH:16]=[CH:15][CH:14]=1)[CH2:2]2.[Br:26][CH2:27][C:28]([C:30]1[N:31]=[C:32]([CH3:35])[S:33][CH:34]=1)=[O:29].CC(O)C.